From a dataset of NCI-60 drug combinations with 297,098 pairs across 59 cell lines. Regression. Given two drug SMILES strings and cell line genomic features, predict the synergy score measuring deviation from expected non-interaction effect. (1) Drug 1: CN1CCC(CC1)COC2=C(C=C3C(=C2)N=CN=C3NC4=C(C=C(C=C4)Br)F)OC. Drug 2: C1C(C(OC1N2C=NC3=C2NC=NCC3O)CO)O. Cell line: UACC62. Synergy scores: CSS=9.01, Synergy_ZIP=-2.76, Synergy_Bliss=2.78, Synergy_Loewe=-2.19, Synergy_HSA=2.61. (2) Drug 1: C1=CC(=CC=C1CC(C(=O)O)N)N(CCCl)CCCl.Cl. Drug 2: C1=NC2=C(N1)C(=S)N=C(N2)N. Cell line: SF-268. Synergy scores: CSS=45.2, Synergy_ZIP=-15.1, Synergy_Bliss=-6.40, Synergy_Loewe=-6.99, Synergy_HSA=-1.63. (3) Drug 1: CC1OCC2C(O1)C(C(C(O2)OC3C4COC(=O)C4C(C5=CC6=C(C=C35)OCO6)C7=CC(=C(C(=C7)OC)O)OC)O)O. Drug 2: CC1=C(C(=O)C2=C(C1=O)N3CC4C(C3(C2COC(=O)N)OC)N4)N. Cell line: HS 578T. Synergy scores: CSS=40.5, Synergy_ZIP=10.8, Synergy_Bliss=10.3, Synergy_Loewe=11.3, Synergy_HSA=13.8. (4) Drug 1: C1=NC2=C(N=C(N=C2N1C3C(C(C(O3)CO)O)F)Cl)N. Drug 2: B(C(CC(C)C)NC(=O)C(CC1=CC=CC=C1)NC(=O)C2=NC=CN=C2)(O)O. Cell line: SK-MEL-2. Synergy scores: CSS=77.2, Synergy_ZIP=4.41, Synergy_Bliss=4.30, Synergy_Loewe=6.04, Synergy_HSA=8.87. (5) Drug 1: C1=C(C(=O)NC(=O)N1)F. Drug 2: CS(=O)(=O)OCCCCOS(=O)(=O)C. Cell line: COLO 205. Synergy scores: CSS=62.7, Synergy_ZIP=-8.00, Synergy_Bliss=-10.6, Synergy_Loewe=-10.4, Synergy_HSA=-5.02.